From a dataset of Full USPTO retrosynthesis dataset with 1.9M reactions from patents (1976-2016). Predict the reactants needed to synthesize the given product. (1) Given the product [F:1][C:2]1[CH:7]=[CH:6][CH:5]=[CH:4][C:3]=1[CH:8]=[CH:9][C:10]([NH:12][C@H:13]([C:23]([OH:25])=[O:24])[CH2:14][C:15]1[CH:16]=[CH:17][C:18]([O:21][CH3:22])=[CH:19][CH:20]=1)=[O:11], predict the reactants needed to synthesize it. The reactants are: [F:1][C:2]1[CH:7]=[CH:6][CH:5]=[CH:4][C:3]=1[CH:8]=[CH:9][C:10]([NH:12][C@H:13]([C:23]([O:25]C)=[O:24])[CH2:14][C:15]1[CH:20]=[CH:19][C:18]([O:21][CH3:22])=[CH:17][CH:16]=1)=[O:11].[OH-].[Na+]. (2) Given the product [CH2:20]([O:19][C@H:17]([CH3:18])[C@H:11]([NH:10][C:8]([O:7][C:3]([CH3:6])([CH3:5])[CH3:4])=[O:9])[CH2:12][O:13][CH2:14][C:15]([OH:1])=[O:16])[C:21]1[CH:26]=[CH:25][CH:24]=[CH:23][CH:22]=1, predict the reactants needed to synthesize it. The reactants are: [OH-:1].[Na+].[C:3]([O:7][C:8]([N:10]1[C:15](=[O:16])[CH2:14][O:13][CH2:12][C@@H:11]1[C@H:17]([O:19][CH2:20][C:21]1[CH:26]=[CH:25][CH:24]=[CH:23][CH:22]=1)[CH3:18])=[O:9])([CH3:6])([CH3:5])[CH3:4].